Task: Regression. Given a peptide amino acid sequence and an MHC pseudo amino acid sequence, predict their binding affinity value. This is MHC class I binding data.. Dataset: Peptide-MHC class I binding affinity with 185,985 pairs from IEDB/IMGT (1) The peptide sequence is FVFEATKLY. The MHC is HLA-B15:02 with pseudo-sequence HLA-B15:02. The binding affinity (normalized) is 0.787. (2) The binding affinity (normalized) is 0.938. The MHC is H-2-Kb with pseudo-sequence H-2-Kb. The peptide sequence is LVIKALLEV. (3) The binding affinity (normalized) is 0.344. The peptide sequence is VHPVHAGPIA. The MHC is HLA-B15:01 with pseudo-sequence HLA-B15:01.